From a dataset of Full USPTO retrosynthesis dataset with 1.9M reactions from patents (1976-2016). Predict the reactants needed to synthesize the given product. (1) Given the product [F:12][C@@H:11]1[CH2:10][N:9]([C:13](=[O:14])[CH2:51][CH2:50][OH:49])[CH2:8][C:7]([CH3:20])([CH3:21])[C@@H:6]1[O:5][C:4]1[CH:22]=[CH:23][C:24]([C:26]2[N:31]=[C:30]([NH:32][C:33]3[CH:34]=[CH:35][C:36]([N:39]4[CH2:44][CH2:43][N:42]([CH:45]5[CH2:46][O:47][CH2:48]5)[CH2:41][CH2:40]4)=[CH:37][CH:38]=3)[N:29]=[CH:28][N:27]=2)=[CH:25][C:3]=1[C:1]#[N:2], predict the reactants needed to synthesize it. The reactants are: [C:1]([C:3]1[CH:25]=[C:24]([C:26]2[N:31]=[C:30]([NH:32][C:33]3[CH:38]=[CH:37][C:36]([N:39]4[CH2:44][CH2:43][N:42]([CH:45]5[CH2:48][O:47][CH2:46]5)[CH2:41][CH2:40]4)=[CH:35][CH:34]=3)[N:29]=[CH:28][N:27]=2)[CH:23]=[CH:22][C:4]=1[O:5][C@@H:6]1[C@H:11]([F:12])[CH2:10][N:9]([C:13](OC(C)(C)C)=[O:14])[CH2:8][C:7]1([CH3:21])[CH3:20])#[N:2].[OH:49][CH:50](C)[C:51](O)=O. (2) Given the product [Cl:17][C:14]1[CH:13]=[CH:12][C:11]([N:7]2[C:6]([C:18]([NH:20][CH3:21])=[O:19])=[C:5]3[C:9]([CH:10]=[C:2]([NH:1][S:35]([CH3:34])(=[O:37])=[O:36])[C:3]([CH:22]4[CH2:24][CH2:23]4)=[CH:4]3)=[N:8]2)=[CH:16][CH:15]=1, predict the reactants needed to synthesize it. The reactants are: [NH2:1][C:2]1[C:3]([CH:22]2[CH2:24][CH2:23]2)=[CH:4][C:5]2[C:9]([CH:10]=1)=[N:8][N:7]([C:11]1[CH:16]=[CH:15][C:14]([Cl:17])=[CH:13][CH:12]=1)[C:6]=2[C:18]([NH:20][CH3:21])=[O:19].CCN(C(C)C)C(C)C.[CH3:34][S:35](Cl)(=[O:37])=[O:36].Cl.[OH-].[K+]. (3) Given the product [N+:32]([C:29]1[CH:30]=[CH:31][C:26]([OH:8])=[C:27]([C:35]([F:38])([F:37])[F:36])[CH:28]=1)([O-:34])=[O:33], predict the reactants needed to synthesize it. The reactants are: C(NCCNC(=O)C1C=C([N+]([O-])=O)C=CC=1O)(=[O:8])C1C=CC=CC=1.Cl[C:26]1[CH:31]=[CH:30][C:29]([N+:32]([O-:34])=[O:33])=[CH:28][C:27]=1[C:35]([F:38])([F:37])[F:36]. (4) Given the product [C:12]([O:16][C:17]([N:19]1[CH2:24][C@@H:23]([CH3:25])[N:22]([C:7]2[CH:8]=[CH:9][C:4]([C:3]([O:2][CH3:1])=[O:11])=[CH:5][N:6]=2)[CH2:21][C@@H:20]1[CH3:26])=[O:18])([CH3:15])([CH3:13])[CH3:14], predict the reactants needed to synthesize it. The reactants are: [CH3:1][O:2][C:3](=[O:11])[C:4]1[CH:9]=[CH:8][C:7](F)=[N:6][CH:5]=1.[C:12]([O:16][C:17]([N:19]1[CH2:24][C@@H:23]([CH3:25])[NH:22][CH2:21][C@@H:20]1[CH3:26])=[O:18])([CH3:15])([CH3:14])[CH3:13].C(=O)([O-])[O-].[K+].[K+]. (5) The reactants are: [N+:1]([C:4]1[CH:5]=[CH:6][CH:7]=[C:8]2[C:12]=1[NH:11][C:10]([C:13]([NH2:15])=[O:14])=[CH:9]2)([O-:3])=[O:2].[Br-:16].[Br-].[Br-].[NH+]1C=CC=CC=1.[NH+]1C=CC=CC=1.[NH+]1C=CC=CC=1. Given the product [Br:16][C:9]1[C:8]2[C:12](=[C:4]([N+:1]([O-:3])=[O:2])[CH:5]=[CH:6][CH:7]=2)[NH:11][C:10]=1[C:13]([NH2:15])=[O:14], predict the reactants needed to synthesize it. (6) Given the product [F:1][C:2]1[CH:20]=[C:19]([I:21])[CH:18]=[CH:17][C:3]=1[NH:4][C:5]1[C:6]([C:12]([O:14][CH2:15][CH3:16])=[O:13])=[CH:7][N:8]([CH2:25][CH2:26][CH3:27])[C:9](=[O:11])[CH:10]=1, predict the reactants needed to synthesize it. The reactants are: [F:1][C:2]1[CH:20]=[C:19]([I:21])[CH:18]=[CH:17][C:3]=1[NH:4][C:5]1[C:6]([C:12]([O:14][CH2:15][CH3:16])=[O:13])=[CH:7][NH:8][C:9](=[O:11])[CH:10]=1.[H-].[Na+].Br[CH2:25][CH2:26][CH3:27]. (7) The reactants are: [CH:1]1([CH2:7][N:8]2[C:16]3[C:11](=[CH:12][CH:13]=[CH:14][C:15]=3[O:17][CH3:18])[C:10]([C:19]3[N:23]=[C:22]([CH2:24][OH:25])[S:21][N:20]=3)=[CH:9]2)[CH2:6][CH2:5][CH2:4][CH2:3][CH2:2]1.[CH3:26][S:27](Cl)(=[O:29])=[O:28].C(N(CC)CC)C. Given the product [CH:1]1([CH2:7][N:8]2[C:16]3[C:11](=[CH:12][CH:13]=[CH:14][C:15]=3[O:17][CH3:18])[C:10]([C:19]3[N:23]=[C:22]([CH2:24][O:25][S:27]([CH3:26])(=[O:29])=[O:28])[S:21][N:20]=3)=[CH:9]2)[CH2:6][CH2:5][CH2:4][CH2:3][CH2:2]1, predict the reactants needed to synthesize it. (8) Given the product [C:1]1([CH3:17])[CH:2]=[CH:3][C:4]([S:7]([N:10]2[CH:14]=[C:13]([CH:15]=[O:16])[CH:12]=[N:11]2)(=[O:9])=[O:8])=[CH:5][CH:6]=1, predict the reactants needed to synthesize it. The reactants are: [C:1]1([CH3:17])[CH:6]=[CH:5][C:4]([S:7]([N:10]2[CH:14]=[C:13]([CH2:15][OH:16])[CH:12]=[N:11]2)(=[O:9])=[O:8])=[CH:3][CH:2]=1.CC(OI1(OC(C)=O)(OC(C)=O)OC(=O)C2C=CC=CC1=2)=O. (9) Given the product [I:7][C:8]1[C:13]([O:14][CH3:15])=[CH:12][C:11]([C:16]2[C:25]3[C:20](=[CH:21][C:22]([S:26]([NH:1][C:2]4[CH:6]=[CH:5][O:4][N:3]=4)(=[O:27])=[O:28])=[CH:23][CH:24]=3)[N:19]=[CH:18][N:17]=2)=[C:10]([CH3:30])[CH:9]=1, predict the reactants needed to synthesize it. The reactants are: [NH2:1][C:2]1[CH:6]=[CH:5][O:4][N:3]=1.[I:7][C:8]1[C:13]([O:14][CH3:15])=[CH:12][C:11]([C:16]2[C:25]3[C:20](=[CH:21][C:22]([S:26](F)(=[O:28])=[O:27])=[CH:23][CH:24]=3)[N:19]=[CH:18][N:17]=2)=[C:10]([CH3:30])[CH:9]=1.[Li+].C[Si]([N-][Si](C)(C)C)(C)C. (10) Given the product [CH3:30][NH:31][CH2:12][CH:13]1[CH2:17][C:16]2[CH:18]=[CH:19][CH:20]=[C:21]([C:22]3[CH:27]=[CH:26][CH:25]=[C:24]([CH3:28])[C:23]=3[CH3:29])[C:15]=2[O:14]1, predict the reactants needed to synthesize it. The reactants are: CC1C=CC(S(O[CH2:12][CH:13]2[CH2:17][C:16]3[CH:18]=[CH:19][CH:20]=[C:21]([C:22]4[CH:27]=[CH:26][CH:25]=[C:24]([CH3:28])[C:23]=4[CH3:29])[C:15]=3[O:14]2)(=O)=O)=CC=1.[CH3:30][NH2:31].